From a dataset of Full USPTO retrosynthesis dataset with 1.9M reactions from patents (1976-2016). Predict the reactants needed to synthesize the given product. (1) Given the product [N+:1]([C:2]1[CH:3]=[C:4]2[C:8](=[CH:9][CH:10]=1)[C:7](=[O:11])[CH2:6][CH2:5]2)#[C-:12], predict the reactants needed to synthesize it. The reactants are: [NH2:1][C:2]1[CH:3]=[C:4]2[C:8](=[CH:9][CH:10]=1)[C:7](=[O:11])[CH2:6][CH2:5]2.[CH:12](OCCCC)=O.C(N(CC)CC)C.O=P(Cl)(Cl)Cl. (2) Given the product [CH3:67][O:66][CH2:65][C@@H:64]([N:41]([CH2:40][C:37]1([C:35]([NH:34][C@@H:18]2[CH2:17][N:16]([C:14](=[O:15])[C@@H:13]([NH:12][C:10](=[O:11])[C@@H:9]([N:8]([CH3:79])[C:6](=[O:7])[O:5][C:1]([CH3:3])([CH3:4])[CH3:2])[CH3:78])[C:74]([CH3:75])([CH3:76])[CH3:77])[C@H:20]([C:21](=[O:33])[NH:22][C@H:23]3[C:32]4[C:27](=[CH:28][CH:29]=[CH:30][CH:31]=4)[CH2:26][CH2:25][CH2:24]3)[CH2:19]2)=[O:36])[CH2:39][CH2:38]1)[C:42]([C@@H:44]1[CH2:53][C:52]2[C:47](=[CH:48][CH:49]=[CH:50][CH:51]=2)[CH2:46][NH:45]1)=[O:43])[C:68]1[CH:69]=[CH:70][CH:71]=[CH:72][CH:73]=1, predict the reactants needed to synthesize it. The reactants are: [C:1]([O:5][C:6]([N:8]([CH3:79])[C@@H:9]([CH3:78])[C:10]([NH:12][C@@H:13]([C:74]([CH3:77])([CH3:76])[CH3:75])[C:14]([N:16]1[C@H:20]([C:21](=[O:33])[NH:22][C@H:23]2[C:32]3[C:27](=[CH:28][CH:29]=[CH:30][CH:31]=3)[CH2:26][CH2:25][CH2:24]2)[CH2:19][C@H:18]([NH:34][C:35]([C:37]2([CH2:40][N:41]([C@@H:64]([C:68]3[CH:73]=[CH:72][CH:71]=[CH:70][CH:69]=3)[CH2:65][O:66][CH3:67])[C:42]([C@@H:44]3[CH2:53][C:52]4[C:47](=[CH:48][CH:49]=[CH:50][CH:51]=4)[CH2:46][N:45]3C(OCC3C=CC=CC=3)=O)=[O:43])[CH2:39][CH2:38]2)=[O:36])[CH2:17]1)=[O:15])=[O:11])=[O:7])([CH3:4])([CH3:3])[CH3:2]. (3) Given the product [CH3:1][O:2][C:3]1[CH:4]=[C:5]2[C:10](=[CH:11][C:12]=1[O:13][CH3:14])[N:9]=[CH:8][CH:7]=[C:6]2[O:15][C:16]1[CH:17]=[C:18]2[C:23](=[CH:24][CH:25]=1)[CH:22]=[C:21]([NH2:26])[CH:20]=[CH:19]2, predict the reactants needed to synthesize it. The reactants are: [CH3:1][O:2][C:3]1[CH:4]=[C:5]2[C:10](=[CH:11][C:12]=1[O:13][CH3:14])[N:9]=[CH:8][CH:7]=[C:6]2[O:15][C:16]1[CH:17]=[C:18]2[C:23](=[CH:24][CH:25]=1)[CH:22]=[C:21]([NH:26]C(OCC1C=CC=CC=1)=O)[CH:20]=[CH:19]2. (4) Given the product [CH:1]([C:3]1[CH:4]=[C:5]([CH:9]=[CH:10][C:11]=1[O:12][CH:13]([CH3:18])[C:14]([F:16])([F:15])[F:17])[C:6]([O:8][CH3:19])=[O:7])=[O:2], predict the reactants needed to synthesize it. The reactants are: [CH:1]([C:3]1[CH:4]=[C:5]([CH:9]=[CH:10][C:11]=1[O:12][CH:13]([CH3:18])[C:14]([F:17])([F:16])[F:15])[C:6]([OH:8])=[O:7])=[O:2].[C:19]([O-])([O-])=O.[K+].[K+].IC. (5) Given the product [CH3:3][CH2:2][CH2:1][C:4]1[N:8]([CH2:9][C:10]2[CH:15]=[CH:14][C:13]([C:16]3[CH:21]=[CH:20][CH:19]=[CH:18][C:17]=3[C:22]([OH:24])=[O:23])=[CH:12][CH:11]=2)[C:7]2[CH:29]=[C:30]([C:34]3[N:38]([CH3:39])[C:37]4[CH:40]=[CH:41][CH:42]=[CH:43][C:36]=4[N:35]=3)[CH:31]=[C:32]([CH3:33])[C:6]=2[N:5]=1.[ClH:44], predict the reactants needed to synthesize it. The reactants are: [CH2:1]([C:4]1[N:8]([CH2:9][C:10]2[CH:15]=[CH:14][C:13]([C:16]3[C:17]([C:22]([O:24]C(C)(C)C)=[O:23])=[CH:18][CH:19]=[CH:20][CH:21]=3)=[CH:12][CH:11]=2)[C:7]2[CH:29]=[C:30]([C:34]3[N:38]([CH3:39])[C:37]4[CH:40]=[CH:41][CH:42]=[CH:43][C:36]=4[N:35]=3)[CH:31]=[C:32]([CH3:33])[C:6]=2[N:5]=1)[CH2:2][CH3:3].[ClH:44].O. (6) Given the product [C:51]([O:21][C:17](=[O:20])/[CH:18]=[CH:19]/[C:2]1[CH:3]=[N:4][C:5]2[NH:14][C:13](=[O:15])[C@@H:12]3[N:8]([CH2:9][CH2:10][CH2:11]3)[CH2:7][C:6]=2[CH:16]=1)([CH3:50])([CH3:52])[CH3:56], predict the reactants needed to synthesize it. The reactants are: Br[C:2]1[CH:3]=[N:4][C:5]2[NH:14][C:13](=[O:15])[C@@H:12]3[N:8]([CH2:9][CH2:10][CH2:11]3)[CH2:7][C:6]=2[CH:16]=1.[C:17]([O:21]CCCC)(=[O:20])[CH:18]=[CH2:19].C(N(C(C)C)C(C)C)C.[CH3:56][C:51]1[CH:52]=CC=C[C:50]=1P([C:50]1C=CC=[CH:52][C:51]=1[CH3:56])[C:50]1C=CC=[CH:52][C:51]=1[CH3:56]. (7) Given the product [Br:1][C:2]1[CH:3]=[C:4]2[N:10]([CH2:14][O:15][CH2:16][CH2:17][Si:18]([CH3:21])([CH3:20])[CH3:19])[CH:9]=[CH:8][C:5]2=[N:6][CH:7]=1, predict the reactants needed to synthesize it. The reactants are: [Br:1][C:2]1[CH:3]=[C:4]2[NH:10][CH:9]=[CH:8][C:5]2=[N:6][CH:7]=1.[H-].[Na+].Cl[CH2:14][O:15][CH2:16][CH2:17][Si:18]([CH3:21])([CH3:20])[CH3:19].CCOC(C)=O. (8) Given the product [CH3:1][N:2]1[CH:6]=[CH:5][N:4]=[C:3]1[C:7](=[N:14][O:15][CH2:16][C:17]1[N:22]=[C:21]([NH:23][C:37](=[O:38])[O:36][CH2:35][CH2:34][CH2:33][CH2:32][CH3:31])[CH:20]=[CH:19][N:18]=1)[C:8]1[CH:9]=[CH:10][CH:11]=[CH:12][CH:13]=1, predict the reactants needed to synthesize it. The reactants are: [CH3:1][N:2]1[CH:6]=[CH:5][N:4]=[C:3]1[C:7](=[N:14][O:15][CH2:16][C:17]1[N:22]=[C:21]([NH2:23])[CH:20]=[CH:19][N:18]=1)[C:8]1[CH:13]=[CH:12][CH:11]=[CH:10][CH:9]=1.C(N(CC)CC)C.[CH3:31][CH2:32][CH2:33][CH2:34][CH2:35][O:36][C:37](Cl)=[O:38]. (9) The reactants are: [N+:1]([C:4]1[CH:9]=[CH:8][C:7]([C:10]([F:13])([F:12])[F:11])=[CH:6][C:5]=1[S:14](Cl)(=[O:16])=[O:15])([O-:3])=[O:2].[N:18]1[CH:23]=[CH:22][CH:21]=[CH:20][CH:19]=1. Given the product [N+:1]([C:4]1[CH:9]=[CH:8][C:7]([C:10]([F:13])([F:12])[F:11])=[CH:6][C:5]=1[S:14]([NH:1][C:4]1[CH:5]=[CH:6][CH:7]=[C:22]2[C:23]=1[N:18]=[CH:19][CH:20]=[CH:21]2)(=[O:16])=[O:15])([O-:3])=[O:2], predict the reactants needed to synthesize it. (10) Given the product [NH2:9][C:10]1[CH:18]=[CH:17][C:16]([Cl:1])=[C:15]2[C:11]=1[C:12]([CH2:26][CH3:27])=[N:13][N:14]2[C:19]([O:21][C:22]([CH3:23])([CH3:25])[CH3:24])=[O:20], predict the reactants needed to synthesize it. The reactants are: [Cl:1]N1C(=O)CCC1=O.[NH2:9][C:10]1[CH:18]=[CH:17][CH:16]=[C:15]2[C:11]=1[C:12]([CH2:26][CH3:27])=[N:13][N:14]2[C:19]([O:21][C:22]([CH3:25])([CH3:24])[CH3:23])=[O:20].